From a dataset of Forward reaction prediction with 1.9M reactions from USPTO patents (1976-2016). Predict the product of the given reaction. The product is: [CH3:23][O:22][C:19]1[CH:18]=[CH:17][C:16]([C@H:15]2[C@H:10]([CH2:9][NH:8][C:57]([CH:54]3[CH2:55][CH2:56][O:51][CH2:52][CH2:53]3)=[O:58])[CH2:11][N:12]([C:41]([O:43][CH2:44][C:45]3[CH:46]=[CH:47][CH:48]=[CH:49][CH:50]=3)=[O:42])[CH2:13][C@@H:14]2[O:24][CH2:25][C:26]2[CH:27]=[CH:28][C:29]3[O:34][CH2:33][CH2:32][N:31]([CH2:35][CH2:36][CH2:37][O:38][CH3:39])[C:30]=3[CH:40]=2)=[CH:21][CH:20]=1. Given the reactants C(N(CC)CC)C.[NH2:8][CH2:9][C@H:10]1[C@H:15]([C:16]2[CH:21]=[CH:20][C:19]([O:22][CH3:23])=[CH:18][CH:17]=2)[C@@H:14]([O:24][CH2:25][C:26]2[CH:27]=[CH:28][C:29]3[O:34][CH2:33][CH2:32][N:31]([CH2:35][CH2:36][CH2:37][O:38][CH3:39])[C:30]=3[CH:40]=2)[CH2:13][N:12]([C:41]([O:43][CH2:44][C:45]2[CH:50]=[CH:49][CH:48]=[CH:47][CH:46]=2)=[O:42])[CH2:11]1.[O:51]1[CH2:56][CH2:55][CH:54]([C:57](O)=[O:58])[CH2:53][CH2:52]1, predict the reaction product.